The task is: Predict the reactants needed to synthesize the given product.. This data is from Full USPTO retrosynthesis dataset with 1.9M reactions from patents (1976-2016). (1) Given the product [CH2:1]([N:8]1[C:17]2[C:12](=[CH:13][C:14]([O:18][C:29](=[O:30])[NH:28][C:23]3[CH:24]=[CH:25][CH:26]=[CH:27][C:22]=3[Cl:21])=[CH:15][CH:16]=2)[CH2:11][CH2:10][CH2:9]1)[C:2]1[CH:3]=[CH:4][CH:5]=[CH:6][CH:7]=1, predict the reactants needed to synthesize it. The reactants are: [CH2:1]([N:8]1[C:17]2[C:12](=[CH:13][C:14]([OH:18])=[CH:15][CH:16]=2)[CH2:11][CH2:10][CH2:9]1)[C:2]1[CH:7]=[CH:6][CH:5]=[CH:4][CH:3]=1.[H-].[Na+].[Cl:21][C:22]1[CH:27]=[CH:26][CH:25]=[CH:24][C:23]=1[N:28]=[C:29]=[O:30]. (2) Given the product [Br:14][C:12]1[S:13][C:9]2[CH:8]=[C:7]([CH2:6][N:23]3[C:22]4[CH:26]=[C:27]([O:28][CH3:29])[C:19]([O:18][CH3:17])=[CH:20][C:21]=4[N:25]=[CH:24]3)[CH:16]=[CH:15][C:10]=2[N:11]=1, predict the reactants needed to synthesize it. The reactants are: CS(O[CH2:6][C:7]1[CH:16]=[CH:15][C:10]2[N:11]=[C:12]([Br:14])[S:13][C:9]=2[CH:8]=1)(=O)=O.[CH3:17][O:18][C:19]1[C:27]([O:28][CH3:29])=[CH:26][C:22]2[NH:23][CH:24]=[N:25][C:21]=2[CH:20]=1. (3) Given the product [CH2:1]([O:8][C:23]1[CH:24]=[CH:25][C:26]([N+:31]([O-:33])=[O:32])=[C:27]([CH:30]=1)[NH:28][CH3:29])[C:2]1[CH:7]=[CH:6][CH:5]=[CH:4][CH:3]=1, predict the reactants needed to synthesize it. The reactants are: [CH2:1]([OH:8])[C:2]1[CH:7]=[CH:6][CH:5]=[CH:4][CH:3]=1.C(=O)([O-])[O-].[K+].[K+].C1(C)C=CC=CC=1.F[C:23]1[CH:24]=[CH:25][C:26]([N+:31]([O-:33])=[O:32])=[C:27]([CH:30]=1)[NH:28][CH3:29]. (4) Given the product [CH3:1][O:2][C:3]1[CH:8]=[CH:7][C:6]([S:16]([OH:19])(=[O:18])=[O:17])=[C:5]([N:9]2[CH2:14][CH2:13][O:12][CH2:11][CH2:10]2)[CH:4]=1, predict the reactants needed to synthesize it. The reactants are: [CH3:1][O:2][C:3]1[CH:8]=[CH:7][CH:6]=[C:5]([N:9]2[CH2:14][CH2:13][O:12][CH2:11][CH2:10]2)[CH:4]=1.Cl[S:16]([OH:19])(=[O:18])=[O:17].